This data is from Full USPTO retrosynthesis dataset with 1.9M reactions from patents (1976-2016). The task is: Predict the reactants needed to synthesize the given product. (1) Given the product [OH:33][C:31]1[C:30]2[C:25](=[C:26]([OH:43])[CH:27]=[C:28]([CH2:34][NH:35][CH2:36][C:37]3[CH:42]=[CH:41][CH:40]=[CH:39][CH:38]=3)[CH:29]=2)[N:24]=[C:23]([C:21]([OH:22])=[O:20])[CH:32]=1, predict the reactants needed to synthesize it. The reactants are: COC(C1C=C(O)C2C(=C(OC)C=C(Br)C=2)N=1)=O.C[O:20][C:21]([C:23]1[CH:32]=[C:31]([OH:33])[C:30]2[C:25](=[C:26]([O:43]C)[CH:27]=[C:28]([CH2:34][NH:35][CH2:36][C:37]3[CH:42]=[CH:41][CH:40]=[CH:39][CH:38]=3)[CH:29]=2)[N:24]=1)=[O:22]. (2) The reactants are: [CH3:1][N:2]1[C@@H:11]([C@H:12]2[O:21][C:19](=[O:20])[C:18]3[C:17]([O:22][CH3:23])=[C:16]([O:24][CH3:25])[CH:15]=[CH:14][C:13]2=3)[C:10]2[C:9]([O:26][CH3:27])=[C:8]3[O:28][CH2:29][O:30][C:7]3=[CH:6][C:5]=2[CH2:4][CH2:3]1.FC(F)(F)C([O-])=O.[Tl+].[I:39]Cl.N1C=CC=CC=1.ICl. Given the product [I:39][C:6]1[C:5]2[CH2:4][CH2:3][N:2]([CH3:1])[C@@H:11]([C@@H:12]3[C:13]4[C:18](=[C:17]([O:22][CH3:23])[C:16]([O:24][CH3:25])=[CH:15][CH:14]=4)[C:19](=[O:20])[O:21]3)[C:10]=2[C:9]([O:26][CH3:27])=[C:8]2[O:28][CH2:29][O:30][C:7]=12, predict the reactants needed to synthesize it. (3) Given the product [CH3:1][O:2][C:3]1[C:4]([C:9]([F:10])([F:11])[F:12])=[CH:5][CH:6]=[CH:7][C:8]=1[B:22]([OH:23])[OH:21], predict the reactants needed to synthesize it. The reactants are: [CH3:1][O:2][C:3]1[CH:8]=[CH:7][CH:6]=[CH:5][C:4]=1[C:9]([F:12])([F:11])[F:10].[Li]CCCC.CC([O:21][B:22](OC(C)C)[O:23]C(C)C)C.Cl.COC1C(C(F)(F)F)=C(B(O)O)C=CC=1. (4) Given the product [C:3]([C:7]1[CH:12]=[CH:11][CH:10]=[CH:9][C:8]=1[N:13]1[CH2:18][CH2:17][N:16]([C:28](=[O:29])[CH2:27][S:26][C:25]2[N:24]([CH3:31])[N:23]=[C:22]([CH3:32])[C:21]=2[CH:19]=[O:20])[CH2:15][CH2:14]1)([CH3:6])([CH3:4])[CH3:5], predict the reactants needed to synthesize it. The reactants are: Cl.Cl.[C:3]([C:7]1[CH:12]=[CH:11][CH:10]=[CH:9][C:8]=1[N:13]1[CH2:18][CH2:17][NH:16][CH2:15][CH2:14]1)([CH3:6])([CH3:5])[CH3:4].[CH:19]([C:21]1[C:22]([CH3:32])=[N:23][N:24]([CH3:31])[C:25]=1[S:26][CH2:27][C:28](O)=[O:29])=[O:20].Cl.C(N=C=NCCCN(C)C)C.O.ON1C2C=CC=CC=2N=N1. (5) Given the product [CH2:16]([O:15][P:14]([CH2:13][C:7]1[CH:6]=[N:5][C:4]([NH2:1])=[C:9]([O:10][CH3:11])[CH:8]=1)(=[O:21])[O:18][CH2:19][CH3:20])[CH3:17], predict the reactants needed to synthesize it. The reactants are: [N+:1]([C:4]1[C:9]([O:10][CH3:11])=[CH:8][CH:7]=[CH:6][N:5]=1)([O-])=O.Cl[CH2:13][P:14](=[O:21])([O:18][CH2:19][CH3:20])[O:15][CH2:16][CH3:17].C(O[Na])(C)(C)C.Cl. (6) Given the product [NH2:6][C:5]1[CH:7]=[CH:8][C:2](/[CH:12]=[CH:11]/[C:10]([O:14][CH3:15])=[O:13])=[C:3]([CH3:9])[CH:4]=1, predict the reactants needed to synthesize it. The reactants are: Br[C:2]1[CH:8]=[CH:7][C:5]([NH2:6])=[CH:4][C:3]=1[CH3:9].[C:10]([O:14][CH3:15])(=[O:13])[CH:11]=[CH2:12].CC1C=CC=CC=1P(C1C=CC=CC=1C)C1C=CC=CC=1C.O. (7) Given the product [NH2:8][C:7]1[C:6]2[CH:9]=[C:2]([Cl:1])[CH:3]=[CH:4][C:5]=2[O:10][C:11]=1[C:12]#[N:13], predict the reactants needed to synthesize it. The reactants are: [Cl:1][C:2]1[CH:3]=[CH:4][C:5]([O:10][CH2:11][C:12]#[N:13])=[C:6]([CH:9]=1)[C:7]#[N:8].C(=O)([O-])[O-].[K+].[K+].